This data is from Catalyst prediction with 721,799 reactions and 888 catalyst types from USPTO. The task is: Predict which catalyst facilitates the given reaction. (1) Reactant: [CH:1]1([C:7]2[CH:20]=[CH:19][C:10]([O:11][CH2:12][C@H:13]3[O:17][C:16]([NH2:18])=[N:15][CH2:14]3)=[CH:9][CH:8]=2)[CH2:6][CH2:5][CH2:4][CH2:3][CH2:2]1.C([O:23][C:24](=O)[C:25]#[C:26][CH2:27][CH:28]([CH3:30])[CH3:29])C.CC(C)CC#C.ClC(OCC)=O. Product: [CH:1]1([C:7]2[CH:20]=[CH:19][C:10]([O:11][CH2:12][C@H:13]3[O:17][C:16]4=[N:18][C:24](=[O:23])[CH:25]=[C:26]([CH2:27][CH:28]([CH3:30])[CH3:29])[N:15]4[CH2:14]3)=[CH:9][CH:8]=2)[CH2:2][CH2:3][CH2:4][CH2:5][CH2:6]1. The catalyst class is: 22. (2) The catalyst class is: 144. Reactant: [F:1][C:2]1[CH:10]=[C:9]2[C:5]([CH:6]=[N:7][NH:8]2)=[CH:4][C:3]=1[NH2:11].[CH2:12]=[C:13]1[O:17][C:15](=O)[CH2:14]1.[F:18][C:19]1[CH:26]=[CH:25][C:22]([CH:23]=O)=[CH:21][CH:20]=1.[NH2:27][C:28]([NH2:30])=[O:29].[O-]S(C(F)(F)F)(=O)=O.[Yb+3].[O-]S(C(F)(F)F)(=O)=O.[O-]S(C(F)(F)F)(=O)=O. Product: [F:1][C:2]1[CH:10]=[C:9]2[C:5]([CH:6]=[N:7][NH:8]2)=[CH:4][C:3]=1[NH:11][C:15]([C:14]1[CH:23]([C:22]2[CH:25]=[CH:26][C:19]([F:18])=[CH:20][CH:21]=2)[NH:27][C:28](=[O:29])[NH:30][C:13]=1[CH3:12])=[O:17]. (3) Reactant: [CH3:1][O:2][C:3]1[CH:4]=[CH:5][C:6]2[CH2:12][C:11](=[O:13])[CH2:10][CH2:9][CH2:8][C:7]=2[CH:14]=1.[CH3:15][C:16]([O-])(C)[CH3:17].[K+].C(Br)C=C. Product: [CH2:17]([CH:12]1[C:6]2[CH:5]=[CH:4][C:3]([O:2][CH3:1])=[CH:14][C:7]=2[CH2:8][CH2:9][CH2:10][C:11]1=[O:13])[CH:16]=[CH2:15]. The catalyst class is: 218. (4) Reactant: [Br:1][C:2]1[CH:8]=[CH:7][C:5]([NH2:6])=[C:4]([N+:9]([O-:11])=[O:10])[CH:3]=1.[CH3:12][C:13]([O:16][C:17](O[C:17]([O:16][C:13]([CH3:15])([CH3:14])[CH3:12])=[O:18])=[O:18])([CH3:15])[CH3:14].CCOC(C)=O. The catalyst class is: 1. Product: [Br:1][C:2]1[CH:8]=[CH:7][C:5]([NH:6][C:17](=[O:18])[O:16][C:13]([CH3:15])([CH3:14])[CH3:12])=[C:4]([N+:9]([O-:11])=[O:10])[CH:3]=1. (5) The catalyst class is: 110. Product: [F:42][C:36]1[CH:37]=[C:38]([F:41])[CH:39]=[CH:40][C:35]=1[O:34][C:24]1[CH:25]=[CH:26][C:27]([CH2:29][S:30]([CH3:33])(=[O:31])=[O:32])=[CH:28][C:23]=1[C:22]1[C:14]2[C:15](=[C:16]([O:18][CH3:19])[N:17]=[C:12]([C:6]3[C:2]([CH3:1])=[N:3][O:4][C:5]=3[CH3:10])[CH:13]=2)[N:20]([CH3:43])[CH:21]=1. Reactant: [CH3:1][C:2]1[C:6](B(O)O)=[C:5]([CH3:10])[O:4][N:3]=1.Br[C:12]1[CH:13]=[C:14]2[C:22]([C:23]3[CH:28]=[C:27]([CH2:29][S:30]([CH3:33])(=[O:32])=[O:31])[CH:26]=[CH:25][C:24]=3[O:34][C:35]3[CH:40]=[CH:39][C:38]([F:41])=[CH:37][C:36]=3[F:42])=[CH:21][N:20]([CH3:43])[C:15]2=[C:16]([O:18][CH3:19])[N:17]=1.P([O-])([O-])([O-])=O.[K+].[K+].[K+].